From a dataset of Merck oncology drug combination screen with 23,052 pairs across 39 cell lines. Regression. Given two drug SMILES strings and cell line genomic features, predict the synergy score measuring deviation from expected non-interaction effect. (1) Drug 1: CN(C)C(=N)N=C(N)N. Drug 2: CCc1cnn2c(NCc3ccc[n+]([O-])c3)cc(N3CCCCC3CCO)nc12. Cell line: ES2. Synergy scores: synergy=-7.60. (2) Drug 1: N#Cc1ccc(Cn2cncc2CN2CCN(c3cccc(Cl)c3)C(=O)C2)cc1. Drug 2: O=C(NOCC(O)CO)c1ccc(F)c(F)c1Nc1ccc(I)cc1F. Cell line: UWB1289. Synergy scores: synergy=9.56. (3) Synergy scores: synergy=-5.31. Drug 1: CC(=O)OC1C(=O)C2(C)C(O)CC3OCC3(OC(C)=O)C2C(OC(=O)c2ccccc2)C2(O)CC(OC(=O)C(O)C(NC(=O)c3ccccc3)c3ccccc3)C(C)=C1C2(C)C. Drug 2: CCc1cnn2c(NCc3ccc[n+]([O-])c3)cc(N3CCCCC3CCO)nc12. Cell line: UWB1289BRCA1. (4) Drug 1: CCC1(O)C(=O)OCc2c1cc1n(c2=O)Cc2cc3c(CN(C)C)c(O)ccc3nc2-1. Drug 2: CNC(=O)c1cc(Oc2ccc(NC(=O)Nc3ccc(Cl)c(C(F)(F)F)c3)cc2)ccn1. Cell line: MSTO. Synergy scores: synergy=-18.1. (5) Drug 2: C=CCn1c(=O)c2cnc(Nc3ccc(N4CCN(C)CC4)cc3)nc2n1-c1cccc(C(C)(C)O)n1. Drug 1: O=S1(=O)NC2(CN1CC(F)(F)F)C1CCC2Cc2cc(C=CCN3CCC(C(F)(F)F)CC3)ccc2C1. Cell line: PA1. Synergy scores: synergy=12.0. (6) Drug 1: CC1CC2C3CCC4=CC(=O)C=CC4(C)C3(F)C(O)CC2(C)C1(O)C(=O)CO. Drug 2: C=CCn1c(=O)c2cnc(Nc3ccc(N4CCN(C)CC4)cc3)nc2n1-c1cccc(C(C)(C)O)n1. Cell line: MSTO. Synergy scores: synergy=-0.764. (7) Drug 1: CN(C)C(=N)N=C(N)N. Drug 2: CCN(CC)CCNC(=O)c1c(C)[nH]c(C=C2C(=O)Nc3ccc(F)cc32)c1C. Cell line: A427. Synergy scores: synergy=8.07.